From a dataset of Forward reaction prediction with 1.9M reactions from USPTO patents (1976-2016). Predict the product of the given reaction. Given the reactants [Br:1][C:2]1[CH:3]=[C:4]([CH:9]=[C:10]([CH2:12][N:13]([CH2:15][CH2:16][CH2:17][CH3:18])[CH3:14])[CH:11]=1)[C:5]([O:7]C)=O.C(N(C(C)C)CC)(C)C.CN(C(ON1N=NC2C=CC=NC1=2)=[N+](C)C)C.F[P-](F)(F)(F)(F)F.[ClH:52].Cl.[NH2:54][C@@H:55]([CH2:71][C:72]1[CH:77]=[C:76]([F:78])[CH:75]=[C:74]([F:79])[CH:73]=1)[C@H:56]([OH:70])[CH2:57][NH:58][CH2:59][C:60]1[CH:65]=[CH:64][CH:63]=[C:62]([C:66]([F:69])([F:68])[F:67])[CH:61]=1, predict the reaction product. The product is: [ClH:52].[ClH:52].[Br:1][C:2]1[CH:3]=[C:4]([CH:9]=[C:10]([CH2:12][N:13]([CH2:15][CH2:16][CH2:17][CH3:18])[CH3:14])[CH:11]=1)[C:5]([NH:54][C@@H:55]([CH2:71][C:72]1[CH:73]=[C:74]([F:79])[CH:75]=[C:76]([F:78])[CH:77]=1)[C@H:56]([OH:70])[CH2:57][NH:58][CH2:59][C:60]1[CH:65]=[CH:64][CH:63]=[C:62]([C:66]([F:67])([F:68])[F:69])[CH:61]=1)=[O:7].